The task is: Predict the product of the given reaction.. This data is from Forward reaction prediction with 1.9M reactions from USPTO patents (1976-2016). (1) The product is: [CH:16]1([CH2:15][CH:14]([C:21]2[CH:26]=[CH:25][C:24]([S:27]([CH3:30])(=[O:29])=[O:28])=[CH:23][CH:22]=2)[C:13]([NH:12][C:8]2[S:9][C:10]([CH3:11])=[C:6]([CH2:5][C:4]([OH:32])=[O:3])[N:7]=2)=[O:31])[CH2:20][CH2:19][CH2:18][CH2:17]1. Given the reactants C([O:3][C:4](=[O:32])[CH2:5][C:6]1[N:7]=[C:8]([NH:12][C:13](=[O:31])[CH:14]([C:21]2[CH:26]=[CH:25][C:24]([S:27]([CH3:30])(=[O:29])=[O:28])=[CH:23][CH:22]=2)[CH2:15][CH:16]2[CH2:20][CH2:19][CH2:18][CH2:17]2)[S:9][C:10]=1[CH3:11])C.[OH-].[Na+].Cl, predict the reaction product. (2) Given the reactants [CH3:1][O:2][CH2:3][CH2:4][CH2:5][O:6][C:7]1[CH:8]=[C:9]([CH:12]=[CH:13][C:14]=1[O:15][Si:16]([CH:23]([CH3:25])[CH3:24])([CH:20]([CH3:22])[CH3:21])[CH:17]([CH3:19])[CH3:18])[CH:10]=[O:11].[CH3:26][Mg]Cl.[Cl-].[NH4+], predict the reaction product. The product is: [CH3:1][O:2][CH2:3][CH2:4][CH2:5][O:6][C:7]1[CH:8]=[C:9]([CH:10]([OH:11])[CH3:26])[CH:12]=[CH:13][C:14]=1[O:15][Si:16]([CH:23]([CH3:25])[CH3:24])([CH:20]([CH3:22])[CH3:21])[CH:17]([CH3:18])[CH3:19].